This data is from Catalyst prediction with 721,799 reactions and 888 catalyst types from USPTO. The task is: Predict which catalyst facilitates the given reaction. (1) Reactant: C([O:4][CH2:5][C:6]1[CH:7]=[C:8]([CH:18]=[C:19]([O:21][C@@H:22]([CH3:26])[CH2:23][O:24][CH3:25])[CH:20]=1)[C:9]([NH:11][C:12]1[S:13][C:14]([F:17])=[CH:15][N:16]=1)=[O:10])(=O)C.[OH-].[Na+]. Product: [OH:4][CH2:5][C:6]1[CH:7]=[C:8]([CH:18]=[C:19]([O:21][C@@H:22]([CH3:26])[CH2:23][O:24][CH3:25])[CH:20]=1)[C:9]([NH:11][C:12]1[S:13][C:14]([F:17])=[CH:15][N:16]=1)=[O:10]. The catalyst class is: 7. (2) Reactant: [CH3:1][C:2]1([CH3:9])[NH:6][C:5](=[O:7])[NH:4][C:3]1=[O:8].[H-].[Na+].[C:12]1([S:22](Cl)(=[O:24])=[O:23])[C:21]2[C:16](=[CH:17][CH:18]=[CH:19][CH:20]=2)[CH:15]=[CH:14][CH:13]=1. The catalyst class is: 7. Product: [CH3:1][C:2]1([CH3:9])[NH:6][C:5](=[O:7])[N:4]([S:22]([C:12]2[C:21]3[C:16](=[CH:17][CH:18]=[CH:19][CH:20]=3)[CH:15]=[CH:14][CH:13]=2)(=[O:24])=[O:23])[C:3]1=[O:8]. (3) Reactant: [CH2:1]([N:6]1[C:10]([C:11]([NH:13][C:14]2[CH:18]=[C:17]([C:19]([NH:21][CH2:22][CH2:23][CH2:24][N:25]3[CH2:30][CH2:29][O:28][CH2:27][CH2:26]3)=[O:20])[N:16]([CH3:31])[CH:15]=2)=[O:12])=[CH:9][C:8]([NH:32][C:33]([C:35]2[N:36]([CH3:43])[CH:37]=[C:38]([N+:40]([O-])=O)[CH:39]=2)=[O:34])=[CH:7]1)[CH2:2][CH:3]([CH3:5])[CH3:4].[C:44](O)([C:46](F)(F)F)=[O:45]. Product: [C:44]([NH:40][C:38]1[CH:39]=[C:35]([C:33]([NH:32][C:8]2[CH:9]=[C:10]([C:11]([NH:13][C:14]3[CH:18]=[C:17]([C:19]([NH:21][CH2:22][CH2:23][CH2:24][N:25]4[CH2:30][CH2:29][O:28][CH2:27][CH2:26]4)=[O:20])[N:16]([CH3:31])[CH:15]=3)=[O:12])[N:6]([CH2:1][CH2:2][CH:3]([CH3:5])[CH3:4])[CH:7]=2)=[O:34])[N:36]([CH3:43])[CH:37]=1)(=[O:45])[CH3:46]. The catalyst class is: 29. (4) Reactant: [CH3:1][N:2]([CH3:33])[C:3](=[O:32])[O:4][C:5]1[CH:10]=[CH:9][CH:8]=[C:7]([NH:11][C:12]([C:14]2([CH2:20][NH:21][C:22]([O:24][CH2:25][C:26]3[CH:31]=[CH:30][CH:29]=[CH:28][CH:27]=3)=[O:23])[CH2:19][CH2:18][NH:17][CH2:16][CH2:15]2)=[O:13])[CH:6]=1.Cl[C:35]1[C:36]2[C:43]([CH3:44])=[CH:42][NH:41][C:37]=2[N:38]=[CH:39][N:40]=1.C(N(CC)C(C)C)(C)C.C(O)(C)C. Product: [CH3:1][N:2]([CH3:33])[C:3](=[O:32])[O:4][C:5]1[CH:10]=[CH:9][CH:8]=[C:7]([NH:11][C:12]([C:14]2([CH2:20][NH:21][C:22]([O:24][CH2:25][C:26]3[CH:27]=[CH:28][CH:29]=[CH:30][CH:31]=3)=[O:23])[CH2:19][CH2:18][N:17]([C:35]3[C:36]4[C:43]([CH3:44])=[CH:42][NH:41][C:37]=4[N:38]=[CH:39][N:40]=3)[CH2:16][CH2:15]2)=[O:13])[CH:6]=1. The catalyst class is: 2. (5) Reactant: [I:1][C:2]1[CH:7]=[CH:6][NH:5][C:4](=[O:8])[CH:3]=1.I[CH2:10][CH2:11][OH:12].C([O-])([O-])=O.[K+].[K+]. Product: [OH:12][CH2:11][CH2:10][N:5]1[CH:6]=[CH:7][C:2]([I:1])=[CH:3][C:4]1=[O:8]. The catalyst class is: 3.